This data is from CYP2C9 inhibition data for predicting drug metabolism from PubChem BioAssay. The task is: Regression/Classification. Given a drug SMILES string, predict its absorption, distribution, metabolism, or excretion properties. Task type varies by dataset: regression for continuous measurements (e.g., permeability, clearance, half-life) or binary classification for categorical outcomes (e.g., BBB penetration, CYP inhibition). Dataset: cyp2c9_veith. (1) The compound is O=C(O)c1ccc(NCc2nc3cc4ccccc4cc3[nH]2)cc1. The result is 0 (non-inhibitor). (2) The drug is NC(=O)CNCCC(c1ccccc1)c1ccccc1. The result is 0 (non-inhibitor). (3) The drug is CC(C)c1ccc2c(c1)CC[C@H]1[C@@](C)(CN)CCC[C@@]21C.O=C(O)c1ccccc1. The result is 0 (non-inhibitor). (4) The drug is CSc1ccc(NC(=O)Nc2cc(C)ccn2)cc1. The result is 0 (non-inhibitor). (5) The molecule is COc1ccc(C(=O)c2c(C)n(CCN3CCOCC3)c3cc(I)ccc23)cc1. The result is 0 (non-inhibitor). (6) The compound is COc1ccccc1-c1nccc(NCc2ccccc2)n1. The result is 0 (non-inhibitor).